From a dataset of Full USPTO retrosynthesis dataset with 1.9M reactions from patents (1976-2016). Predict the reactants needed to synthesize the given product. Given the product [C:18]1([C:12]2[CH:13]=[CH:14][CH:15]=[CH:16][CH:17]=2)[CH:19]=[CH:20][C:21]([CH2:22][NH:23][C:9]([C:7]2[S:8][C:4]([N+:1]([O-:3])=[O:2])=[CH:5][CH:6]=2)=[O:10])=[CH:24][CH:25]=1, predict the reactants needed to synthesize it. The reactants are: [N+:1]([C:4]1[S:8][C:7]([C:9](Cl)=[O:10])=[CH:6][CH:5]=1)([O-:3])=[O:2].[C:12]1([C:18]2[CH:25]=[CH:24][C:21]([CH2:22][NH2:23])=[CH:20][CH:19]=2)[CH:17]=[CH:16][CH:15]=[CH:14][CH:13]=1.C(N(CC)CC)C.